Dataset: Full USPTO retrosynthesis dataset with 1.9M reactions from patents (1976-2016). Task: Predict the reactants needed to synthesize the given product. (1) Given the product [OH:10][C:4]1[C:5](=[O:8])[NH:6][CH:7]=[C:2]([C:20]2[CH:21]=[C:16]([CH:17]=[CH:18][CH:19]=2)[C:12]([OH:14])=[O:13])[CH:3]=1, predict the reactants needed to synthesize it. The reactants are: Br[C:2]1[CH:3]=[C:4]([O:10]C)[C:5]([O:8]C)=[N:6][CH:7]=1.[C:12]([C:16]1[CH:17]=[C:18](B(O)O)[CH:19]=[CH:20][CH:21]=1)([O:14]C)=[O:13].C([O-])([O-])=O.[K+].[K+]. (2) Given the product [C:1]([C:5]1[O:6][CH:7]=[C:8]([C:10](=[C:13]([C:15]2[C:16]([C:22]([F:23])([F:24])[F:25])=[N:17][N:18]([CH3:21])[C:19]=2[Cl:20])[O:14][CH2:31][O:30][CH2:28][CH3:29])[C:11]#[N:12])[N:9]=1)([CH3:4])([CH3:2])[CH3:3], predict the reactants needed to synthesize it. The reactants are: [C:1]([C:5]1[O:6][CH:7]=[C:8]([C:10](=[C:13]([C:15]2[C:16]([C:22]([F:25])([F:24])[F:23])=[N:17][N:18]([CH3:21])[C:19]=2[Cl:20])[OH:14])[C:11]#[N:12])[N:9]=1)([CH3:4])([CH3:3])[CH3:2].[H-].[Na+].[CH2:28]([O:30][CH2:31]Cl)[CH3:29]. (3) Given the product [Cl:6][C:7]1[CH:12]=[CH:11][C:10]([C:13]2[N:14]=[C:15]([C:18]([CH3:26])([CH3:25])[C:19]([CH:1]3[CH2:3][CH2:2]3)=[O:20])[S:16][CH:17]=2)=[CH:9][CH:8]=1, predict the reactants needed to synthesize it. The reactants are: [CH:1]1([Mg]Br)[CH2:3][CH2:2]1.[Cl:6][C:7]1[CH:12]=[CH:11][C:10]([C:13]2[N:14]=[C:15]([C:18]([CH3:26])([CH3:25])[C:19](N(OC)C)=[O:20])[S:16][CH:17]=2)=[CH:9][CH:8]=1. (4) Given the product [NH2:12][C:7]1[CH:8]=[N:9][C:10]2[C:5]([C:6]=1[NH:15][CH2:16][CH2:17][NH:18][C:19](=[O:25])[O:20][C:21]([CH3:22])([CH3:23])[CH3:24])=[CH:4][CH:3]=[C:2]([Br:1])[CH:11]=2, predict the reactants needed to synthesize it. The reactants are: [Br:1][C:2]1[CH:11]=[C:10]2[C:5]([C:6]([NH:15][CH2:16][CH2:17][NH:18][C:19](=[O:25])[O:20][C:21]([CH3:24])([CH3:23])[CH3:22])=[C:7]([N+:12]([O-])=O)[CH:8]=[N:9]2)=[CH:4][CH:3]=1.C(O)(C)C. (5) The reactants are: [Cl:1][C:2]1[CH:3]=[C:4]([CH:10]=[CH:11][C:12]=1[F:13])[CH:5]=[CH:6][C:7]([OH:9])=[O:8].[OH:14][CH2:15][CH2:16][CH2:17][N:18]1[CH2:23][CH2:22][NH:21][C@@H:20]([CH3:24])[C:19]1=[O:25].C(N(CC)C(C)C)(C)C.ON1C2C=CC=CC=2N=N1.[ClH:45].C(N=C=NCCCN(C)C)C. Given the product [CH2:2]([Cl:1])[Cl:45].[CH3:7][OH:8].[NH4+:18].[OH-:14].[Cl:1][C:2]1[CH:3]=[C:4](/[CH:5]=[CH:6]/[C:7]([N:21]2[CH2:22][CH2:23][N:18]([CH2:17][CH2:16][CH2:15][OH:14])[C:19](=[O:25])[C@@H:20]2[CH3:24])=[O:9])[CH:10]=[CH:11][C:12]=1[F:13], predict the reactants needed to synthesize it. (6) Given the product [NH2:25][C:7]1[C:8]2[C:13]([C:14]3[CH:19]=[CH:18][C:17]([F:20])=[C:16]([CH3:21])[CH:15]=3)=[N:12][C:11]([S:22][CH3:23])=[N:10][C:9]=2[S:24][C:6]=1[C:4]([OH:5])=[O:3], predict the reactants needed to synthesize it. The reactants are: C([O:3][C:4]([C:6]1[S:24][C:9]2[N:10]=[C:11]([S:22][CH3:23])[N:12]=[C:13]([C:14]3[CH:19]=[CH:18][C:17]([F:20])=[C:16]([CH3:21])[CH:15]=3)[C:8]=2[C:7]=1[NH2:25])=[O:5])C.[Li+].[OH-].